Dataset: Full USPTO retrosynthesis dataset with 1.9M reactions from patents (1976-2016). Task: Predict the reactants needed to synthesize the given product. (1) Given the product [CH3:9][O:6][C:5](=[O:7])[CH:2]([NH:1][C:25](=[O:26])[CH2:24][C:21]1[CH:22]=[CH:23][C:18]([O:17][CH3:16])=[CH:19][CH:20]=1)[CH2:3][OH:4], predict the reactants needed to synthesize it. The reactants are: [NH2:1][CH:2]([C:5]([OH:7])=[O:6])[CH2:3][OH:4].Cl.[CH2:9](N(CC)CC)C.[CH3:16][O:17][C:18]1[CH:23]=[CH:22][C:21]([CH2:24][C:25](Cl)=[O:26])=[CH:20][CH:19]=1. (2) Given the product [CH3:55][N:50]1[C:51]2[C:47](=[C:46]([C:3]3[CH:4]=[CH:5][NH:1][N:2]=3)[CH:54]=[CH:53][CH:52]=2)[C:48]2([C:80]3[C:71](=[CH:72][C:73]4[O:78][CH2:77][CH2:76][O:75][C:74]=4[CH:79]=3)[O:70][CH2:69]2)[C:49]1=[O:68], predict the reactants needed to synthesize it. The reactants are: [NH:1]1[CH:5]=[CH:4][C:3](B(O)O)=[N:2]1.N1C2C(=CC=CC=2)C=C(B(O)O)C=1.BrC1C=CC=C2C=1C1(C3=CC4OCOC=4C=C3OC1)C(=O)N2C.Br[C:46]1[CH:54]=[CH:53][CH:52]=[C:51]2[C:47]=1[C:48]1([C:80]3[C:71](=[CH:72][C:73]4[O:78][CH2:77][CH2:76][O:75][C:74]=4[CH:79]=3)[O:70][CH2:69]1)[C:49](=[O:68])[N:50]2[CH:55](C1C=CC=CC=1)C1C=CC=CC=1. (3) Given the product [CH3:1][N:2]1[C:10]2[C:5](=[CH:6][C:7]([CH3:11])=[CH:8][CH:9]=2)[C:4](/[CH:12]=[CH:13]/[C:14]([OH:16])=[O:15])=[C:3]1[C:20]1[CH:21]=[CH:22][C:23]([C:26]([O:28][CH3:29])=[O:27])=[CH:24][CH:25]=1, predict the reactants needed to synthesize it. The reactants are: [CH3:1][N:2]1[C:10]2[C:5](=[CH:6][C:7]([CH3:11])=[CH:8][CH:9]=2)[C:4](/[CH:12]=[CH:13]/[C:14]([O:16]CC=C)=[O:15])=[C:3]1[C:20]1[CH:25]=[CH:24][C:23]([C:26]([O:28][CH3:29])=[O:27])=[CH:22][CH:21]=1.N1CCOCC1. (4) Given the product [Cl:26][C:27]1[N:36]=[C:35]([NH:1][CH2:2][C:3]2[CH:4]=[CH:5][C:6]([NH:9][C:10](=[O:18])[C:11]3[CH:16]=[CH:15][C:14]([F:17])=[CH:13][CH:12]=3)=[CH:7][CH:8]=2)[C:34]2[C:29](=[CH:30][C:31]([I:38])=[CH:32][CH:33]=2)[N:28]=1, predict the reactants needed to synthesize it. The reactants are: [NH2:1][CH2:2][C:3]1[CH:8]=[CH:7][C:6]([NH:9][C:10](=[O:18])[C:11]2[CH:16]=[CH:15][C:14]([F:17])=[CH:13][CH:12]=2)=[CH:5][CH:4]=1.CCN(CC)CC.[Cl:26][C:27]1[N:36]=[C:35](Cl)[C:34]2[C:29](=[CH:30][C:31]([I:38])=[CH:32][CH:33]=2)[N:28]=1. (5) Given the product [CH3:1][O:2][C:3]([C:5]1[CH:13]=[C:12]2[C:8]([C:9]([N:21]3[CH2:22][CH2:23][N:18]([CH3:17])[CH2:19][CH2:20]3)=[N:10][NH:11]2)=[CH:7][CH:6]=1)=[O:4], predict the reactants needed to synthesize it. The reactants are: [CH3:1][O:2][C:3]([C:5]1[CH:6]=[CH:7][C:8]2[C:12]([CH:13]=1)=[N:11][N:10]([N+]([O-])=O)[CH:9]=2)=[O:4].[CH3:17][N:18]1[CH2:23][CH2:22][NH:21][CH2:20][CH2:19]1.